From a dataset of Reaction yield outcomes from USPTO patents with 853,638 reactions. Predict the reaction yield, written as a fraction of the theoretical maximum amount of product (1.0 means a 100% yield; for example, 0.34 means a 34% yield). (1) The reactants are [NH2:1][C:2]1[N:3]=[C:4]([C:11]2[CH:16]=[CH:15][C:14]([O:17][CH3:18])=[CH:13][CH:12]=2)[S:5][C:6]=1[C:7]([O:9]C)=[O:8].[OH-].[Li+].Cl.[Cl-].[Na+]. The catalyst is O1CCOCC1.O. The product is [NH2:1][C:2]1[N:3]=[C:4]([C:11]2[CH:16]=[CH:15][C:14]([O:17][CH3:18])=[CH:13][CH:12]=2)[S:5][C:6]=1[C:7]([OH:9])=[O:8]. The yield is 1.11. (2) The reactants are F[C:2]1[CH:7]=[CH:6][CH:5]=[C:4]([C:8]#[N:9])[C:3]=1[C:10]#[N:11].O.[NH2:13][NH2:14]. The catalyst is C(O)C. The product is [NH2:11][C:10]1[C:3]2[C:4]([C:8]#[N:9])=[CH:5][CH:6]=[CH:7][C:2]=2[NH:14][N:13]=1. The yield is 0.870. (3) The reactants are [C:1]([O:5][C:6]([N:8]1[C:16]2[C:11](=[CH:12][CH:13]=[C:14]([O:17][Si](C(C)(C)C)(C)C)[CH:15]=2)[C:10]([NH:25][C:26](=[O:40])[C:27]2[CH:32]=[CH:31][C:30]([N:33]3[CH2:38][CH2:37][N:36]([CH3:39])[CH2:35][CH2:34]3)=[CH:29][CH:28]=2)=[N:9]1)=[O:7])([CH3:4])([CH3:3])[CH3:2].CCCC[N+](CCCC)(CCCC)CCCC.[F-].O.CCOCC. The catalyst is C1COCC1. The product is [C:1]([O:5][C:6]([N:8]1[C:16]2[C:11](=[CH:12][CH:13]=[C:14]([OH:17])[CH:15]=2)[C:10]([NH:25][C:26](=[O:40])[C:27]2[CH:32]=[CH:31][C:30]([N:33]3[CH2:38][CH2:37][N:36]([CH3:39])[CH2:35][CH2:34]3)=[CH:29][CH:28]=2)=[N:9]1)=[O:7])([CH3:4])([CH3:3])[CH3:2]. The yield is 1.00. (4) The reactants are F[C:2]1[CH:7]=[CH:6][C:5]([N+:8]([O-:10])=[O:9])=[CH:4][CH:3]=1.C(N(CC)CC)C.[NH:18]1[CH2:23][CH2:22][O:21][CH2:20][CH2:19]1. The catalyst is CC(O)C. The product is [N+:8]([C:5]1[CH:6]=[CH:7][C:2]([N:18]2[CH2:23][CH2:22][O:21][CH2:20][CH2:19]2)=[CH:3][CH:4]=1)([O-:10])=[O:9]. The yield is 0.980. (5) The reactants are [C:1]1([C:17]2[CH:22]=[CH:21][C:20]([C:23]3(O)[C:36]4[CH:35]=[CH:34][CH:33]=[CH:32][C:31]=4[C:30]([C:38]4[CH:43]=[CH:42][C:41]([C:44]5[C:57]6[C:58]7=[C:59]8[C:54](=[CH:55][CH:56]=6)[CH:53]=[CH:52][CH:51]=[C:50]8[CH:49]=[CH:48][C:47]7=[CH:46][CH:45]=5)=[CH:40][CH:39]=4)(O)[C:29]4[C:24]3=[CH:25][CH:26]=[CH:27][CH:28]=4)=[CH:19][CH:18]=2)[C:14]2[C:15]3=[C:16]4[C:11](=[CH:12][CH:13]=2)[CH:10]=[CH:9][CH:8]=[C:7]4[CH:6]=[CH:5][C:4]3=[CH:3][CH:2]=1.I.[PH2](O)=O. The catalyst is C(O)(=O)C. The product is [C:44]1([C:41]2[CH:42]=[CH:43][C:38]([C:30]3[C:29]4[C:24]([C:23]([C:20]5[CH:19]=[CH:18][C:17]([C:1]6[C:14]7[C:15]8=[C:16]9[C:11](=[CH:12][CH:13]=7)[CH:10]=[CH:9][CH:8]=[C:7]9[CH:6]=[CH:5][C:4]8=[CH:3][CH:2]=6)=[CH:22][CH:21]=5)=[C:36]5[C:31]=3[CH:32]=[CH:33][CH:34]=[CH:35]5)=[CH:25][CH:26]=[CH:27][CH:28]=4)=[CH:39][CH:40]=2)[C:57]2[C:58]3=[C:59]4[C:54](=[CH:55][CH:56]=2)[CH:53]=[CH:52][CH:51]=[C:50]4[CH:49]=[CH:48][C:47]3=[CH:46][CH:45]=1. The yield is 0.900. (6) The reactants are [Br:1][C:2]1[CH:3]=[CH:4][C:5]([Cl:10])=[C:6]([NH:8][NH2:9])[CH:7]=1.Cl[C:12]([O:14][CH3:15])=[O:13].CCN(CC)CC. The catalyst is C1COCC1. The product is [Br:1][C:2]1[CH:3]=[CH:4][C:5]([Cl:10])=[C:6]([CH:7]=1)[NH:8][NH:9][C:12](=[O:13])[O:14][CH3:15]. The yield is 0.800. (7) The reactants are [CH3:1][C:2]([CH3:9])([CH2:7][OH:8])[C@H:3]([OH:6])[CH2:4][OH:5].[CH3:10][S:11](Cl)(=[O:13])=[O:12].Cl. The catalyst is N1C=CC=CC=1.ClCCl. The product is [CH3:10][S:11]([O:5][CH2:4][C@@H:3]([OH:6])[C:2]([CH3:9])([CH3:1])[CH2:7][O:8][S:11]([CH3:10])(=[O:13])=[O:12])(=[O:13])=[O:12]. The yield is 0.521. (8) The reactants are Br[C:2]1[N:6]([C:7]2[CH:16]=[CH:15][C:14]3[C:9](=[CH:10][CH:11]=[CH:12][CH:13]=3)[CH:8]=2)[N:5]=[C:4]([C:17]2[CH:22]=[C:21]([Cl:23])[CH:20]=[C:19]([Cl:24])[CH:18]=2)[CH:3]=1.[CH2:25]([OH:29])[CH2:26][C:27]#[CH:28].C(N(CC)CC)C.ClC1C=C(C2C=C(C#CCCO)NN=2)C=C(Cl)C=1. The catalyst is [Pt].CSC.[Cu]Br.C(OCC)(=O)C. The product is [Cl:24][C:19]1[CH:18]=[C:17]([C:4]2[CH:3]=[C:2]([CH2:28][CH2:27][CH2:26][CH2:25][OH:29])[N:6]([C:7]3[CH:16]=[CH:15][C:14]4[C:9](=[CH:10][CH:11]=[CH:12][CH:13]=4)[CH:8]=3)[N:5]=2)[CH:22]=[C:21]([Cl:23])[CH:20]=1. The yield is 0.800. (9) The reactants are [Cl:1][C:2]1[CH:3]=[CH:4][C:5]([OH:33])=[C:6]([C:8]2[C:12]([C:13]#[C:14][C:15]3[CH:20]=[CH:19][C:18]([NH:21][C:22]([C@H:24]4[CH2:29][CH2:28][CH2:27][CH2:26][NH:25]4)=[O:23])=[CH:17][CH:16]=3)=[CH:11][N:10]([CH2:30][CH2:31][OH:32])[N:9]=2)[CH:7]=1.[N:34]([C:47]([O:49][C:50]([CH3:53])([CH3:52])[CH3:51])=[O:48])([CH3:46])[C@H:35]([C:43](O)=[O:44])[CH2:36][C:37]1[CH:42]=[CH:41][CH:40]=[CH:39][CH:38]=1.C1COCC1.C(N=C=NC(C)C)(C)C. The catalyst is O. The product is [C:50]([O:49][C:47](=[O:48])[N:34]([C@@H:35]([CH2:36][C:37]1[CH:42]=[CH:41][CH:40]=[CH:39][CH:38]=1)[C:43]([N:25]1[CH2:26][CH2:27][CH2:28][CH2:29][C@@H:24]1[C:22](=[O:23])[NH:21][C:18]1[CH:17]=[CH:16][C:15]([C:14]#[C:13][C:12]2[C:8]([C:6]3[CH:7]=[C:2]([Cl:1])[CH:3]=[CH:4][C:5]=3[OH:33])=[N:9][N:10]([CH2:30][CH2:31][OH:32])[CH:11]=2)=[CH:20][CH:19]=1)=[O:44])[CH3:46])([CH3:53])([CH3:51])[CH3:52]. The yield is 0.423. (10) The reactants are Cl.[NH2:2][CH2:3][C:4]1[CH:9]=[CH:8][C:7]([N:10]2[C:14]3=[N:15][CH:16]=[CH:17][CH:18]=[C:13]3[N:12]=[C:11]2[C:19]2[C:20]([NH2:25])=[N:21][CH:22]=[CH:23][CH:24]=2)=[CH:6][CH:5]=1.C(N(C(C)C)CC)(C)C.[N:35]([C:38]1[CH:43]=[CH:42][C:41]([O:44][CH3:45])=[CH:40][CH:39]=1)=[C:36]=[O:37].O. The catalyst is C(Cl)Cl. The product is [NH2:25][C:20]1[C:19]([C:11]2[N:10]([C:7]3[CH:6]=[CH:5][C:4]([CH2:3][NH:2][C:36]([NH:35][C:38]4[CH:43]=[CH:42][C:41]([O:44][CH3:45])=[CH:40][CH:39]=4)=[O:37])=[CH:9][CH:8]=3)[C:14]3=[N:15][CH:16]=[CH:17][CH:18]=[C:13]3[N:12]=2)=[CH:24][CH:23]=[CH:22][N:21]=1. The yield is 0.150.